This data is from Reaction yield outcomes from USPTO patents with 853,638 reactions. The task is: Predict the reaction yield, written as a fraction of the theoretical maximum amount of product (1.0 means a 100% yield; for example, 0.34 means a 34% yield). (1) The reactants are [CH3:1][CH:2]([N:4]1[C:12]2[CH:11]=[C:10]([C:13]([F:16])([F:15])[F:14])[CH:9]=C(C#N)[C:7]=2[CH:6]=[CH:5]1)[CH3:3].[OH-:19].[Na+].[CH2:21]([OH:23])[CH3:22]. No catalyst specified. The product is [CH:2]([N:4]1[C:12]2[CH:11]=[C:10]([C:13]([F:16])([F:15])[F:14])[CH:9]=[C:22]([C:21]([OH:19])=[O:23])[C:7]=2[CH:6]=[CH:5]1)([CH3:3])[CH3:1]. The yield is 0.860. (2) The reactants are [Br:1][C:2]1[CH:3]=[C:4]([N+:11]([O-])=O)[C:5]([O:8][CH2:9][CH3:10])=[N:6][CH:7]=1.[Sn](Cl)Cl.[OH-].[Na+].S([O-])([O-])(=O)=O.[Na+].[Na+]. The catalyst is C(OCC)(=O)C. The product is [Br:1][C:2]1[CH:3]=[C:4]([NH2:11])[C:5]([O:8][CH2:9][CH3:10])=[N:6][CH:7]=1. The yield is 0.800. (3) The product is [Cl:1][CH2:2][CH2:3][C:5]1[CH:6]=[C:7]2[C:11](=[CH:12][CH:13]=1)[NH:10][C:9](=[O:14])[CH2:8]2. The yield is 0.650. The reactants are [Cl:1][CH2:2][C:3]([C:5]1[CH:6]=[C:7]2[C:11](=[CH:12][CH:13]=1)[NH:10][C:9](=[O:14])[CH2:8]2)=O.C([SiH](CC)CC)C.O. The catalyst is FC(F)(F)C(O)=O.